Dataset: Forward reaction prediction with 1.9M reactions from USPTO patents (1976-2016). Task: Predict the product of the given reaction. (1) Given the reactants [CH:1]1([O:7][C:8]2[CH:13]=[CH:12][C:11]([CH2:14][C:15](Cl)=[N:16][OH:17])=[CH:10][CH:9]=2)[CH2:6][CH2:5][CH2:4][CH2:3][CH2:2]1.[C:19]([C:21]1[C:22]([NH2:28])=[N:23][C:24]([NH2:27])=[CH:25][CH:26]=1)#[CH:20].C(N(CC)CC)C, predict the reaction product. The product is: [CH:1]1([O:7][C:8]2[CH:13]=[CH:12][C:11]([CH2:14][C:15]3[CH:20]=[C:19]([C:21]4[C:22]([NH2:28])=[N:23][C:24]([NH2:27])=[CH:25][CH:26]=4)[O:17][N:16]=3)=[CH:10][CH:9]=2)[CH2:6][CH2:5][CH2:4][CH2:3][CH2:2]1. (2) Given the reactants [Cl:1][C:2]1[CH:9]=[CH:8][C:5]([CH:6]=O)=[C:4](F)[CH:3]=1.[CH2:11]1[CH2:19][N:18]2[C@@H:13]([CH2:14][NH:15][CH2:16][CH2:17]2)[CH2:12]1.[CH2:20]1[CH:24]2[CH2:25][NH:26][CH2:27][CH:23]2[CH2:22][N:21]1[C:28]([O:30]C(C)(C)C)=[O:29].[CH2:35]1[C:40](=[O:41])[N:39](OC(O[N:39]2[C:40](=[O:41])[CH2:35][CH2:36][C:37]2=[O:38])=O)[C:37](=[O:38])[CH2:36]1, predict the reaction product. The product is: [Cl:1][C:2]1[CH:9]=[CH:8][C:5]([CH2:6][N:26]2[CH2:27][CH:23]3[CH2:22][N:21]([C:28]([O:30][N:39]4[C:40](=[O:41])[CH2:35][CH2:36][C:37]4=[O:38])=[O:29])[CH2:20][CH:24]3[CH2:25]2)=[C:4]([N:15]2[CH2:16][CH2:17][N:18]3[CH2:19][CH2:11][CH2:12][C@@H:13]3[CH2:14]2)[CH:3]=1. (3) Given the reactants [C:1]1([CH3:17])[CH:6]=[CH:5][CH:4]=[CH:3][C:2]=1[C:7]1[C:12]([C:13]([O:15]C)=[O:14])=[CH:11][N:10]=[CH:9][CH:8]=1, predict the reaction product. The product is: [C:1]1([CH3:17])[CH:6]=[CH:5][CH:4]=[CH:3][C:2]=1[C:7]1[C:12]([C:13]([OH:15])=[O:14])=[CH:11][N:10]=[CH:9][CH:8]=1.